Dataset: Reaction yield outcomes from USPTO patents with 853,638 reactions. Task: Predict the reaction yield, written as a fraction of the theoretical maximum amount of product (1.0 means a 100% yield; for example, 0.34 means a 34% yield). (1) The reactants are [O:1]1[C:5]2[CH:6]=[CH:7][C:8]([C:10]3([C:13]([NH:15][C:16]4[CH:17]=[CH:18][C:19]([CH2:33][OH:34])=[C:20]([C:22]5[CH:27]=[CH:26][C:25]([C:28]([N:30]([CH3:32])[CH3:31])=[O:29])=[CH:24][CH:23]=5)[CH:21]=4)=[O:14])[CH2:12][CH2:11]3)=[CH:9][C:4]=2[O:3][CH2:2]1.[C:35]1(C)C=CC(S(O)(=O)=O)=C[CH:36]=1. The catalyst is C(O)C. The product is [O:1]1[C:5]2[CH:6]=[CH:7][C:8]([C:10]3([C:13]([NH:15][C:16]4[CH:17]=[CH:18][C:19]([CH2:33][O:34][CH2:35][CH3:36])=[C:20]([C:22]5[CH:27]=[CH:26][C:25]([C:28]([N:30]([CH3:31])[CH3:32])=[O:29])=[CH:24][CH:23]=5)[CH:21]=4)=[O:14])[CH2:11][CH2:12]3)=[CH:9][C:4]=2[O:3][CH2:2]1. The yield is 0.130. (2) The reactants are [F:1][C:2]1[CH:3]=[C:4]([CH:40]=[CH:41][C:42]=1[O:43][CH3:44])[CH2:5][O:6][P:7]([C:20]1[CH:39]=[CH:38][C:23]([O:24][C:25]2[CH:26]=[C:27]([CH:31]=[C:32]([O:34][CH:35]([CH3:37])[CH3:36])[CH:33]=2)[C:28]([OH:30])=O)=[CH:22][CH:21]=1)([O:9][CH2:10][C:11]1[CH:16]=[CH:15][C:14]([O:17][CH3:18])=[C:13]([F:19])[CH:12]=1)=[O:8].[NH2:45][C:46]1[S:47][CH:48]=[CH:49][N:50]=1.CN(C(ON1N=NC2C=CC=NC1=2)=[N+](C)C)C.F[P-](F)(F)(F)(F)F.C(N(C(C)C)CC)(C)C. The catalyst is CN(C=O)C.CCOC(C)=O. The product is [F:19][C:13]1[CH:12]=[C:11]([CH:16]=[CH:15][C:14]=1[O:17][CH3:18])[CH2:10][O:9][P:7]([C:20]1[CH:21]=[CH:22][C:23]([O:24][C:25]2[CH:26]=[C:27]([C:28](=[O:30])[NH:45][C:46]3[S:47][CH:48]=[CH:49][N:50]=3)[CH:31]=[C:32]([O:34][CH:35]([CH3:36])[CH3:37])[CH:33]=2)=[CH:38][CH:39]=1)(=[O:8])[O:6][CH2:5][C:4]1[CH:40]=[CH:41][C:42]([O:43][CH3:44])=[C:2]([F:1])[CH:3]=1. The yield is 0.420. (3) The reactants are [C:1]1([Li])[CH:6]=[CH:5][CH:4]=[CH:3][CH:2]=1.[CH:8]([NH:11][CH:12]([CH3:14])C)(C)C.[C:15](=[O:17])=O.CC(C)=O.[F:22][C:23]1[CH:28]=[CH:27]C=C(F)[N:24]=1.C(=O)(O)[O-].[Na+].[H-].[Na+]. The yield is 0.0800. The product is [F:22][C:23]1[N:24]=[C:15]2[O:17][C:5]3([CH:4]4[CH2:3][CH2:2][N:11]([CH2:12][CH2:14]4)[CH2:8]3)[CH2:6][C:1]2=[CH:27][CH:28]=1. The catalyst is O1CCCC1.CN(C=O)C.